Task: Predict the reaction yield, written as a fraction of the theoretical maximum amount of product (1.0 means a 100% yield; for example, 0.34 means a 34% yield).. Dataset: Reaction yield outcomes from USPTO patents with 853,638 reactions (1) The reactants are [C:1](=[NH:14])([C:8]1[CH:13]=[CH:12][CH:11]=[CH:10][CH:9]=1)[C:2]1[CH:7]=[CH:6][CH:5]=[CH:4][CH:3]=1.Cl.N[CH2:17][C:18]([O:20][C:21]([CH3:24])([CH3:23])[CH3:22])=[O:19]. The catalyst is ClCCl. The product is [C:2]1([C:1](=[N:14][CH2:17][C:18]([O:20][C:21]([CH3:24])([CH3:23])[CH3:22])=[O:19])[C:8]2[CH:9]=[CH:10][CH:11]=[CH:12][CH:13]=2)[CH:7]=[CH:6][CH:5]=[CH:4][CH:3]=1. The yield is 0.831. (2) The reactants are ClC1C=CC([C:8](NC2C=CC3CCCC(CCl)=C(C)C=3C=2)=[O:9])=NC=1.NC(N)=S.Cl.[C:30]([S:33][CH2:34][C:35]1[CH2:36][CH2:37][CH2:38][C:39]2[CH:46]=[CH:45][C:44]([NH:47][C:48](=[O:56])[C:49]3[CH:54]=[CH:53][C:52]([Cl:55])=[CH:51][N:50]=3)=[CH:43][C:40]=2[C:41]=1[CH3:42])(=[NH:32])[NH2:31].[F:57][C:58]([F:64])([F:63])S(O)(=O)=O. The catalyst is C(O)C.C(O)(C(F)(F)F)=O. The product is [F:57][C:58]([F:64])([F:63])[C:8]([OH:9])=[O:56].[NH2:32][C:30]1[S:33][CH2:34][C@H:35]2[CH2:36][CH2:37][CH2:38][C:39]3[CH:46]=[CH:45][C:44]([NH:47][C:48]([C:49]4[CH:54]=[CH:53][C:52]([Cl:55])=[CH:51][N:50]=4)=[O:56])=[CH:43][C:40]=3[C@@:41]2([CH3:42])[N:31]=1. The yield is 0.360. (3) The reactants are [C:1]([C:3]1[CH:8]=[CH:7][C:6]([N:9]2[C:13]([C:14](OCC)=[O:15])=[CH:12][N:11]=[CH:10]2)=[CH:5][CH:4]=1)#[N:2].[H-].[H-].[H-].[H-].[Li+].[Al+3]. The catalyst is O1CCCC1. The product is [OH:15][CH2:14][C:13]1[N:9]([C:6]2[CH:7]=[CH:8][C:3]([C:1]#[N:2])=[CH:4][CH:5]=2)[CH:10]=[N:11][CH:12]=1. The yield is 0.870.